This data is from Reaction yield outcomes from USPTO patents with 853,638 reactions. The task is: Predict the reaction yield, written as a fraction of the theoretical maximum amount of product (1.0 means a 100% yield; for example, 0.34 means a 34% yield). The reactants are [CH3:1][O:2][C:3](=[O:12])[C:4]1[CH:9]=[C:8]([Cl:10])[CH:7]=[CH:6][C:5]=1[NH2:11].[Br:13][C:14]1[CH:15]=[C:16]([CH:19]=[CH:20][CH:21]=1)[CH:17]=O. The catalyst is C(O)C. The product is [CH3:1][O:2][C:3](=[O:12])[C:4]1[CH:9]=[C:8]([Cl:10])[CH:7]=[CH:6][C:5]=1[N:11]=[CH:17][C:16]1[CH:19]=[CH:20][CH:21]=[C:14]([Br:13])[CH:15]=1. The yield is 0.240.